From a dataset of Peptide-MHC class II binding affinity with 134,281 pairs from IEDB. Regression. Given a peptide amino acid sequence and an MHC pseudo amino acid sequence, predict their binding affinity value. This is MHC class II binding data. (1) The peptide sequence is YEDAKSPLTASKLTY. The MHC is HLA-DQA10401-DQB10402 with pseudo-sequence HLA-DQA10401-DQB10402. The binding affinity (normalized) is 0.175. (2) The peptide sequence is FCLMMMLPATLAFHL. The MHC is DRB1_0101 with pseudo-sequence DRB1_0101. The binding affinity (normalized) is 0.588. (3) The peptide sequence is SWGAIWRIDT. The MHC is DRB1_1101 with pseudo-sequence DRB1_1101. The binding affinity (normalized) is 0.186. (4) The peptide sequence is LFLLSTRQNVEGSYDGAYAP. The MHC is DRB1_1101 with pseudo-sequence DRB1_1101. The binding affinity (normalized) is 0. (5) The peptide sequence is EWVAMTKGEGGVWTFDSEEP. The MHC is HLA-DPA10201-DPB10501 with pseudo-sequence HLA-DPA10201-DPB10501. The binding affinity (normalized) is 0.119. (6) The MHC is HLA-DPA10103-DPB10201 with pseudo-sequence HLA-DPA10103-DPB10201. The binding affinity (normalized) is 0.327. The peptide sequence is DDIKATYDKGILTVS.